From a dataset of Forward reaction prediction with 1.9M reactions from USPTO patents (1976-2016). Predict the product of the given reaction. (1) Given the reactants [N:1]1[C:6]2[O:7][CH2:8][C:9](=O)[C:5]=2[CH:4]=[CH:3][N:2]=1.[CH3:11][O:12][NH2:13].CC([O-])=O.[Na+], predict the reaction product. The product is: [CH3:11][O:12][N:13]=[C:9]1[C:5]2[CH:4]=[CH:3][N:2]=[N:1][C:6]=2[O:7][CH2:8]1. (2) Given the reactants [CH:1]1([C:6]2[CH:15]=[C:14]3[C:9]([C:10](=[O:18])[CH2:11][C:12]([CH3:17])([CH3:16])[O:13]3)=[C:8]([O:19][CH3:20])[C:7]=2[CH:21]=[O:22])[CH2:5][CH2:4][CH:3]=[CH:2]1.C1(C2C=C3C(C(=O)CC(C)(C)O3)=C(OC)C=2C=O)CC=CC1.[H][H], predict the reaction product. The product is: [CH:1]1([C:6]2[CH:15]=[C:14]3[C:9]([C:10](=[O:18])[CH2:11][C:12]([CH3:17])([CH3:16])[O:13]3)=[C:8]([O:19][CH3:20])[C:7]=2[CH:21]=[O:22])[CH2:2][CH2:3][CH2:4][CH2:5]1. (3) Given the reactants [F:1][C:2]([F:7])([F:6])[C:3]([OH:5])=[O:4].[F:8][C:9]([F:14])([F:13])[C:10]([OH:12])=[O:11].C(O[C:20]([N:22]1[CH2:27][CH2:26][N:25]([CH2:28][C:29]([NH:31][C:32]2[CH:33]=[CH:34][C:35]3[NH:36][C:37]4[N:53]=[C:41]([NH:42][C:43]5[CH:44]=[CH:45][CH:46]=[C:47]([CH:52]=5)[CH2:48][CH2:49][C:50]=2[CH:51]=3)[N:40]=[CH:39][C:38]=4[Cl:54])=[O:30])[CH2:24][CH2:23]1)=[O:21])(C)(C)C.[CH3:55][C:56]1[O:60][N:59]=[C:58](C(Cl)=O)[CH:57]=1, predict the reaction product. The product is: [F:1][C:2]([F:7])([F:6])[C:3]([OH:5])=[O:4].[F:8][C:9]([F:14])([F:13])[C:10]([OH:12])=[O:11].[Cl:54][C:38]1[CH:39]=[N:40][C:41]2[NH:42][C:43]3[CH:44]=[CH:45][CH:46]=[C:47]([CH:52]=3)[CH2:48][CH2:49][C:50]3[CH:51]=[C:35]([NH:36][C:37]=1[N:53]=2)[CH:34]=[CH:33][C:32]=3[NH:31][C:29](=[O:30])[CH2:28][N:25]1[CH2:26][CH2:27][N:22]([C:20]([C:58]2[CH:57]=[C:56]([CH3:55])[O:60][N:59]=2)=[O:21])[CH2:23][CH2:24]1. (4) Given the reactants [CH3:1][O:2][C:3]([C@@:5]12[CH2:14][N:13]([S:15]([C:18]3[CH:19]=[N:20][C:21](Cl)=[CH:22][CH:23]=3)(=[O:17])=[O:16])[CH2:12][CH2:11][C:10]1=[CH:9][C:8]1[N:25]([C:28]3[CH:33]=[CH:32][C:31]([F:34])=[CH:30][CH:29]=3)[N:26]=[CH:27][C:7]=1[CH2:6]2)=[O:4].Cl.[F:36][C@@H:37]1[CH2:41][CH2:40][NH:39][CH2:38]1, predict the reaction product. The product is: [CH3:1][O:2][C:3]([C@@:5]12[CH2:14][N:13]([S:15]([C:18]3[CH:19]=[N:20][C:21]([N:39]4[CH2:40][CH2:41][C@@H:37]([F:36])[CH2:38]4)=[CH:22][CH:23]=3)(=[O:17])=[O:16])[CH2:12][CH2:11][C:10]1=[CH:9][C:8]1[N:25]([C:28]3[CH:33]=[CH:32][C:31]([F:34])=[CH:30][CH:29]=3)[N:26]=[CH:27][C:7]=1[CH2:6]2)=[O:4].